This data is from Catalyst prediction with 721,799 reactions and 888 catalyst types from USPTO. The task is: Predict which catalyst facilitates the given reaction. (1) Reactant: [Br:1][C:2]1[CH:3]=[C:4]([C:11]#[N:12])[C:5]([C:8]([OH:10])=O)=[N:6][CH:7]=1.CCN(C(C)C)C(C)C.[CH3:22][NH:23][C:24]([CH3:27])([CH3:26])[CH3:25].CN(C(ON1N=NC2C=CC=CC1=2)=[N+](C)C)C.F[P-](F)(F)(F)(F)F. Product: [C:24]([N:23]([CH3:22])[C:8]([C:5]1[C:4]([C:11]#[N:12])=[CH:3][C:2]([Br:1])=[CH:7][N:6]=1)=[O:10])([CH3:27])([CH3:26])[CH3:25]. The catalyst class is: 4. (2) Reactant: [Br:1][C:2]1[CH:7]=[CH:6][N:5]=[C:4]2[NH:8][CH:9]=[CH:10][C:3]=12.[H-].[Na+].CN(C)C=O.[C:18]1([S:24](Cl)(=[O:26])=[O:25])[CH:23]=[CH:22][CH:21]=[CH:20][CH:19]=1. Product: [Br:1][C:2]1[CH:7]=[CH:6][N:5]=[C:4]2[N:8]([S:24]([C:18]3[CH:23]=[CH:22][CH:21]=[CH:20][CH:19]=3)(=[O:26])=[O:25])[CH:9]=[CH:10][C:3]=12. The catalyst class is: 6. (3) Reactant: [Cl:1][C:2]1[C:6]([N:7](C)[C:8](=O)OC(C)(C)C)=[CH:5][N:4]([C:16]2[CH:17]=[N:18][CH:19]=[CH:20][CH:21]=2)[N:3]=1.[ClH:22]. Product: [ClH:1].[ClH:22].[Cl:1][C:2]1[C:6]([NH:7][CH3:8])=[CH:5][N:4]([C:16]2[CH:17]=[N:18][CH:19]=[CH:20][CH:21]=2)[N:3]=1. The catalyst class is: 12. (4) Reactant: C(P(CCCC)CCCC)CCC.[CH3:14][O:15][C:16](=[O:30])[CH2:17][C:18]1[C:22]2[C:23]([Cl:29])=[CH:24][C:25]([OH:28])=[C:26]([F:27])[C:21]=2[S:20][CH:19]=1.[CH3:31][N:32]1[C:36]([CH2:37]O)=[CH:35][C:34]([C:39]([F:42])([F:41])[F:40])=[N:33]1.C1CCN(C(N=NC(N2CCCCC2)=O)=O)CC1. Product: [CH3:14][O:15][C:16](=[O:30])[CH2:17][C:18]1[C:22]2[C:23]([Cl:29])=[CH:24][C:25]([O:28][CH2:37][C:36]3[N:32]([CH3:31])[N:33]=[C:34]([C:39]([F:42])([F:40])[F:41])[CH:35]=3)=[C:26]([F:27])[C:21]=2[S:20][CH:19]=1. The catalyst class is: 1. (5) Reactant: [Br:1][C:2]1[C:3]([C:12]([F:15])([F:14])[F:13])=[CH:4][C:5]([F:11])=[C:6]([CH:10]=1)[C:7](O)=[O:8]. Product: [Br:1][C:2]1[C:3]([C:12]([F:15])([F:13])[F:14])=[CH:4][C:5]([F:11])=[C:6]([CH2:7][OH:8])[CH:10]=1. The catalyst class is: 1. (6) Reactant: Br[CH2:2][C:3]([C:5]1[CH:10]=[CH:9][CH:8]=[CH:7][C:6]=1[S:11]([CH2:14][CH3:15])(=[O:13])=[O:12])=O.[NH2:16][C:17]1[CH:22]=[C:21]([C:23]([F:26])([F:25])[F:24])[CH:20]=[CH:19][N:18]=1. Product: [CH2:14]([S:11]([C:6]1[CH:7]=[CH:8][CH:9]=[CH:10][C:5]=1[C:3]1[N:16]=[C:17]2[CH:22]=[C:21]([C:23]([F:25])([F:24])[F:26])[CH:20]=[CH:19][N:18]2[CH:2]=1)(=[O:13])=[O:12])[CH3:15]. The catalyst class is: 8. (7) Reactant: [H-].[H-].[H-].[H-].[Li+].[Al+3].[CH2:7]([C:9]([C:14]1[C:18]2[CH:19]=[CH:20][CH:21]=[C:22]([O:23][CH3:24])[C:17]=2[O:16][CH:15]=1)(C)[C:10]([O-])=[O:11])C. Product: [CH3:24][O:23][C:22]1[C:17]2[O:16][CH:15]=[C:14]([CH:9]([CH3:7])[CH2:10][OH:11])[C:18]=2[CH:19]=[CH:20][CH:21]=1. The catalyst class is: 1.